This data is from Full USPTO retrosynthesis dataset with 1.9M reactions from patents (1976-2016). The task is: Predict the reactants needed to synthesize the given product. (1) Given the product [NH:1]([C:32]([C:45]1[CH:50]=[CH:49][CH:48]=[CH:47][CH:46]=1)([C:39]1[CH:40]=[CH:41][CH:42]=[CH:43][CH:44]=1)[C:33]1[CH:34]=[CH:35][CH:36]=[CH:37][CH:38]=1)[CH2:2][C:3]([NH:5][CH2:6][C:7]([NH:9][C@H:10]([C:18]([NH:20][CH2:21][C:22]([OH:24])=[O:23])=[O:19])[CH2:11][C:12]1[CH:13]=[CH:14][CH:15]=[CH:16][CH:17]=1)=[O:8])=[O:4], predict the reactants needed to synthesize it. The reactants are: [NH:1]([C:32]([C:45]1[CH:50]=[CH:49][CH:48]=[CH:47][CH:46]=1)([C:39]1[CH:44]=[CH:43][CH:42]=[CH:41][CH:40]=1)[C:33]1[CH:38]=[CH:37][CH:36]=[CH:35][CH:34]=1)[CH2:2][C:3]([NH:5][CH2:6][C:7]([NH:9][C@H:10]([C:18]([NH:20][CH2:21][C:22]([O:24]CC1C=CC=CC=1)=[O:23])=[O:19])[CH2:11][C:12]1[CH:17]=[CH:16][CH:15]=[CH:14][CH:13]=1)=[O:8])=[O:4].C1CC=CCC=1. (2) The reactants are: [C:1]1(=O)[O:5][CH2:4][CH2:3][O:2]1.O[C:8]1[CH:21]=[CH:20][C:11]([C:12]([C:14]2[CH:19]=[CH:18]C=[CH:16][CH:15]=2)=[O:13])=[CH:10][CH:9]=1.[I-].[Na+].[OH-].[Na+]. Given the product [OH:2][CH2:3][CH2:4][O:5][C:1]1[CH:18]=[CH:19][C:14]([C:12]([C:11]2[CH:20]=[CH:21][CH:8]=[CH:9][CH:10]=2)=[O:13])=[CH:15][CH:16]=1, predict the reactants needed to synthesize it. (3) Given the product [CH3:2][O:3][C:4]([C@@H:5]1[CH2:9][CH2:8][CH2:7][N:6]1[C:18](=[O:19])[C@@H:17]([NH:16][C:14]([O:13][CH2:11][CH3:12])=[O:15])[C:21]([S:24][CH:25]([CH3:27])[CH3:26])([CH3:22])[CH3:23])=[O:10], predict the reactants needed to synthesize it. The reactants are: Cl.[CH3:2][O:3][C:4](=[O:10])[C@@H:5]1[CH2:9][CH2:8][CH2:7][NH:6]1.[CH2:11]([O:13][C:14]([NH:16][C@@H:17]([C:21]([S:24][CH:25]([CH3:27])[CH3:26])([CH3:23])[CH3:22])[C:18](O)=[O:19])=[O:15])[CH3:12].CN1CCOCC1.F[B-](F)(F)F.N1(OC(N(C)C)=[N+](C)C)C2C=CC=CC=2N=N1. (4) The reactants are: C(OC([N:8]1[CH2:11][CH:10]([NH:12][C:13]2[CH:14]=[C:15]3[C:24](=[CH:25][C:26]=2[Br:27])[O:23][CH2:22][C:21]2[N:16]3[CH:17]([CH3:29])[C:18](=[O:28])[NH:19][N:20]=2)[CH2:9]1)=O)(C)(C)C.[C:30]([OH:36])([C:32]([F:35])([F:34])[F:33])=[O:31]. Given the product [F:33][C:32]([F:35])([F:34])[C:30]([OH:36])=[O:31].[NH:8]1[CH2:9][CH:10]([NH:12][C:13]2[CH:14]=[C:15]3[C:24](=[CH:25][C:26]=2[Br:27])[O:23][CH2:22][C:21]2[N:16]3[CH:17]([CH3:29])[C:18](=[O:28])[NH:19][N:20]=2)[CH2:11]1, predict the reactants needed to synthesize it. (5) The reactants are: [Cl:1][C:2]1[CH:34]=[CH:33][C:5]([C:6]([N:8]([CH2:24][C:25]([N:27]2[CH2:32][CH2:31][O:30][CH2:29][CH2:28]2)=[O:26])[C:9]2[CH:13]=[C:12]([C:14]#[C:15][C:16]([CH3:19])([CH3:18])[CH3:17])[S:11][C:10]=2[C:20]([O:22]C)=[O:21])=[O:7])=[CH:4][CH:3]=1.C1COCC1.O[Li].O.Cl. Given the product [Cl:1][C:2]1[CH:3]=[CH:4][C:5]([C:6]([N:8]([CH2:24][C:25]([N:27]2[CH2:28][CH2:29][O:30][CH2:31][CH2:32]2)=[O:26])[C:9]2[CH:13]=[C:12]([C:14]#[C:15][C:16]([CH3:18])([CH3:17])[CH3:19])[S:11][C:10]=2[C:20]([OH:22])=[O:21])=[O:7])=[CH:33][CH:34]=1, predict the reactants needed to synthesize it.